This data is from Catalyst prediction with 721,799 reactions and 888 catalyst types from USPTO. The task is: Predict which catalyst facilitates the given reaction. (1) Reactant: [NH2:1][C:2]1[CH:3]=[CH:4][C:5]([O:19][C:20]2[CH:25]=[CH:24][C:23]([Cl:26])=[CH:22][CH:21]=2)=[C:6]([C:8]2[C:9]([O:16][CH2:17][CH3:18])=[CH:10][C:11](=[O:15])[N:12]([CH3:14])[CH:13]=2)[CH:7]=1.[CH2:27]([S:29](Cl)(=[O:31])=[O:30])[CH3:28].C(N(CC)CC)C. Product: [Cl:26][C:23]1[CH:22]=[CH:21][C:20]([O:19][C:5]2[CH:4]=[CH:3][C:2]([NH:1][S:29]([CH2:27][CH3:28])(=[O:31])=[O:30])=[CH:7][C:6]=2[C:8]2[C:9]([O:16][CH2:17][CH3:18])=[CH:10][C:11](=[O:15])[N:12]([CH3:14])[CH:13]=2)=[CH:25][CH:24]=1. The catalyst class is: 4. (2) Product: [N:28]1([C:31]2[CH:32]=[CH:33][C:34]([NH:35][C:20]([C:8]3[CH:7]=[C:6]([O:23][CH3:24])[C:5]4[C:10](=[C:11]([N:13]5[CH2:18][CH2:17][N:16]([CH3:19])[CH2:15][CH2:14]5)[CH:12]=[C:3]([F:2])[CH:4]=4)[N:9]=3)=[O:22])=[CH:36][CH:37]=2)[CH2:27][CH2:26][O:25][CH2:30][CH2:29]1. Reactant: Cl.[F:2][C:3]1[CH:4]=[C:5]2[C:10](=[C:11]([N:13]3[CH2:18][CH2:17][N:16]([CH3:19])[CH2:15][CH2:14]3)[CH:12]=1)[N:9]=[C:8]([C:20]([OH:22])=O)[CH:7]=[C:6]2[O:23][CH3:24].[O:25]1[CH2:30][CH2:29][N:28]([C:31]2[CH:37]=[CH:36][C:34]([NH2:35])=[CH:33][CH:32]=2)[CH2:27][CH2:26]1.CN(C(ON1N=NC2C=CC=CC1=2)=[N+](C)C)C.[B-](F)(F)(F)F.C1C=CC2N(O)N=NC=2C=1. The catalyst class is: 3. (3) The catalyst class is: 2. Reactant: [C:1]1([C@@H:7]2[CH2:11][N:10]([CH:12]3[CH2:17][CH2:16][O:15][CH2:14][CH2:13]3)[C:9](=[O:18])[N:8]2[CH:19]2[CH2:24][CH2:23][NH:22][CH2:21][CH2:20]2)[CH:6]=[CH:5][CH:4]=[CH:3][CH:2]=1.[CH:25]([C:27]1[CH:28]=[CH:29][C:30]([OH:39])=[C:31]([CH:38]=1)[C:32]([NH:34][CH:35]([CH3:37])[CH3:36])=[O:33])=O.[BH-](OC(C)=O)(OC(C)=O)OC(C)=O.[Na+]. Product: [OH:39][C:30]1[CH:29]=[CH:28][C:27]([CH2:25][N:22]2[CH2:23][CH2:24][CH:19]([N:8]3[C@H:7]([C:1]4[CH:2]=[CH:3][CH:4]=[CH:5][CH:6]=4)[CH2:11][N:10]([CH:12]4[CH2:13][CH2:14][O:15][CH2:16][CH2:17]4)[C:9]3=[O:18])[CH2:20][CH2:21]2)=[CH:38][C:31]=1[C:32]([NH:34][CH:35]([CH3:37])[CH3:36])=[O:33].